The task is: Predict the reaction yield, written as a fraction of the theoretical maximum amount of product (1.0 means a 100% yield; for example, 0.34 means a 34% yield).. This data is from Reaction yield outcomes from USPTO patents with 853,638 reactions. (1) The reactants are [F:1][C:2]1[CH:3]=[CH:4][C:5]([C:8]2[C:12]([CH2:13][OH:14])=[CH:11][O:10][N:9]=2)=[N:6][CH:7]=1.C(=O)([O-])O.[Na+]. The catalyst is C(Cl)Cl. The product is [F:1][C:2]1[CH:3]=[CH:4][C:5]([C:8]2[C:12]([CH:13]=[O:14])=[CH:11][O:10][N:9]=2)=[N:6][CH:7]=1. The yield is 0.890. (2) The reactants are CC1C=C(N2CCN(CCOC3C=CC=CC=3)C2=O)SC=1C(O)=O.[F:25][C:26]1[CH:47]=[CH:46][C:29]([CH2:30][N:31]2[CH2:35][CH2:34][N:33]([C:36]3[S:40][C:39]([C:41](O)=[O:42])=[C:38]([CH3:44])[CH:37]=3)[C:32]2=[O:45])=[CH:28][CH:27]=1.C(O)(=O)C(O)=O.[C:54]1([C:60]2[O:64][C:63]([CH2:65][NH2:66])=[N:62][N:61]=2)[CH:59]=[CH:58][CH:57]=[CH:56][CH:55]=1. No catalyst specified. The product is [F:25][C:26]1[CH:47]=[CH:46][C:29]([CH2:30][N:31]2[CH2:35][CH2:34][N:33]([C:36]3[S:40][C:39]([C:41]([NH:66][CH2:65][C:63]4[O:64][C:60]([C:54]5[CH:55]=[CH:56][CH:57]=[CH:58][CH:59]=5)=[N:61][N:62]=4)=[O:42])=[C:38]([CH3:44])[CH:37]=3)[C:32]2=[O:45])=[CH:28][CH:27]=1. The yield is 0.670.